This data is from Reaction yield outcomes from USPTO patents with 853,638 reactions. The task is: Predict the reaction yield, written as a fraction of the theoretical maximum amount of product (1.0 means a 100% yield; for example, 0.34 means a 34% yield). The reactants are [I-].[CH3:2][N+:3](=[CH2:5])[CH3:4].[CH3:6][C@H:7]1[O:12][C@@H:11]([C:13]2[CH:18]=[CH:17][N:16]=[CH:15][C:14]=2[N+:19]([O-:21])=[O:20])[CH2:10][C:9]([O:22][Si](CC)(CC)CC)=[CH:8]1.Cl.[OH-].[Na+]. The catalyst is C(Cl)Cl. The product is [CH3:5][N:3]([CH2:4][CH:8]1[C:9](=[O:22])[CH2:10][C@H:11]([C:13]2[CH:18]=[CH:17][N:16]=[CH:15][C:14]=2[N+:19]([O-:21])=[O:20])[O:12][C@@H:7]1[CH3:6])[CH3:2]. The yield is 1.00.